Dataset: Forward reaction prediction with 1.9M reactions from USPTO patents (1976-2016). Task: Predict the product of the given reaction. Given the reactants C1(C(=[N:14][C:15]2[CH:16]=[C:17]([S:22]([N:25]([CH3:27])[CH3:26])(=[O:24])=[O:23])[CH:18]=[C:19]([CH3:21])[CH:20]=2)C2C=CC=CC=2)C=CC=CC=1.Cl, predict the reaction product. The product is: [NH2:14][C:15]1[CH:16]=[C:17]([S:22]([N:25]([CH3:26])[CH3:27])(=[O:24])=[O:23])[CH:18]=[C:19]([CH3:21])[CH:20]=1.